From a dataset of Peptide-MHC class I binding affinity with 185,985 pairs from IEDB/IMGT. Regression. Given a peptide amino acid sequence and an MHC pseudo amino acid sequence, predict their binding affinity value. This is MHC class I binding data. (1) The peptide sequence is TMSTPMTEYI. The MHC is HLA-A02:01 with pseudo-sequence HLA-A02:01. The binding affinity (normalized) is 0.170. (2) The peptide sequence is YTVRGTGKY. The MHC is HLA-A02:50 with pseudo-sequence HLA-A02:50. The binding affinity (normalized) is 0.0847. (3) The binding affinity (normalized) is 0. The peptide sequence is LMPTAPPEDP. The MHC is Mamu-A02 with pseudo-sequence Mamu-A02. (4) The peptide sequence is EQKAYVPAM. The MHC is HLA-B15:01 with pseudo-sequence HLA-B15:01. The binding affinity (normalized) is 1.00. (5) The peptide sequence is GFAAYNRYR. The MHC is HLA-A11:01 with pseudo-sequence HLA-A11:01. The binding affinity (normalized) is 0.188. (6) The peptide sequence is FKAKWLTPF. The MHC is HLA-B15:03 with pseudo-sequence HLA-B15:03. The binding affinity (normalized) is 1.00. (7) The peptide sequence is VSFLISWSL. The MHC is BoLA-JSP.1 with pseudo-sequence BoLA-JSP.1. The binding affinity (normalized) is 0.171.